Task: Predict the product of the given reaction.. Dataset: Forward reaction prediction with 1.9M reactions from USPTO patents (1976-2016) Given the reactants [F:1][C:2]1[CH:3]=[C:4]2[C:8](=[CH:9][CH:10]=1)[NH:7][CH:6]=[CH:5]2.[H-].[Na+].[CH3:13][O:14][C:15]1[CH:20]=[CH:19][C:18]([S:21](Cl)(=[O:23])=[O:22])=[CH:17][C:16]=1[N:25]1[CH2:30][CH2:29][N:28]([C:31](=[O:36])[C:32]([Cl:35])([Cl:34])[Cl:33])[CH2:27][CH2:26]1, predict the reaction product. The product is: [Cl:35][C:32]([Cl:33])([Cl:34])[C:31]([N:28]1[CH2:29][CH2:30][N:25]([C:16]2[CH:17]=[C:18]([S:21]([N:7]3[C:8]4[C:4](=[CH:3][C:2]([F:1])=[CH:10][CH:9]=4)[CH:5]=[CH:6]3)(=[O:22])=[O:23])[CH:19]=[CH:20][C:15]=2[O:14][CH3:13])[CH2:26][CH2:27]1)=[O:36].